Dataset: Reaction yield outcomes from USPTO patents with 853,638 reactions. Task: Predict the reaction yield, written as a fraction of the theoretical maximum amount of product (1.0 means a 100% yield; for example, 0.34 means a 34% yield). (1) The reactants are COC1C=C(OC)C=CC=1C[N:6]([C:33]1[CH:38]=[CH:37][N:36]=[CH:35][N:34]=1)[S:7]([C:10]1[CH:15]=[C:14]([CH3:16])[C:13]([O:17][C@H:18]2[CH2:23][CH2:22][CH2:21][CH2:20][C@@H:19]2[C:24]2[CH:25]=[N:26][N:27](COC)[CH:28]=2)=[CH:12][C:11]=1[F:32])(=[O:9])=[O:8].C([SiH](CC)CC)C.FC(F)(F)C(O)=O.Cl. The catalyst is CO.ClCCl. The product is [F:32][C:11]1[CH:12]=[C:13]([O:17][C@H:18]2[CH2:23][CH2:22][CH2:21][CH2:20][C@@H:19]2[C:24]2[CH:25]=[N:26][NH:27][CH:28]=2)[C:14]([CH3:16])=[CH:15][C:10]=1[S:7]([NH:6][C:33]1[CH:38]=[CH:37][N:36]=[CH:35][N:34]=1)(=[O:8])=[O:9]. The yield is 0.990. (2) The reactants are [C:1]([O:5][C:6]([NH:8][CH:9]([CH:13]([OH:15])[CH3:14])[C:10]([OH:12])=[O:11])=[O:7])([CH3:4])([CH3:3])[CH3:2].C([O-])([O-])=O.[K+].[K+].Br[CH2:23][C:24]1[CH:29]=[CH:28][CH:27]=[CH:26][CH:25]=1. The catalyst is CN(C=O)C.O. The product is [CH2:23]([O:11][C:10](=[O:12])[CH:9]([NH:8][C:6]([O:5][C:1]([CH3:4])([CH3:3])[CH3:2])=[O:7])[CH:13]([OH:15])[CH3:14])[C:24]1[CH:29]=[CH:28][CH:27]=[CH:26][CH:25]=1. The yield is 0.660. (3) The reactants are [Br:1][C:2]1[CH:9]=[CH:8][C:5]([CH:6]=O)=[CH:4][C:3]=1[CH3:10].Cl.[NH2:12][OH:13].CCN(CC)CC. The catalyst is C(O)C. The product is [Br:1][C:2]1[CH:9]=[CH:8][C:5]([CH:6]=[N:12][OH:13])=[CH:4][C:3]=1[CH3:10]. The yield is 0.960. (4) The reactants are [CH3:1][C:2]1[CH:11]=[CH:10][C:9]2[C:4](=[CH:5][CH:6]=[CH:7][C:8]=2[N:12]2[CH2:17][CH2:16][N:15]([C:18](=O)[CH2:19][C:20]3[CH:25]=[CH:24][CH:23]=[C:22]([N:26]4[CH:30]=[CH:29][CH:28]=[N:27]4)[CH:21]=3)[CH2:14][CH2:13]2)[N:3]=1.Cl. The catalyst is O1CCCC1. The product is [CH3:1][C:2]1[CH:11]=[CH:10][C:9]2[C:4](=[CH:5][CH:6]=[CH:7][C:8]=2[N:12]2[CH2:17][CH2:16][N:15]([CH2:18][CH2:19][C:20]3[CH:25]=[CH:24][CH:23]=[C:22]([N:26]4[CH:30]=[CH:29][CH:28]=[N:27]4)[CH:21]=3)[CH2:14][CH2:13]2)[N:3]=1. The yield is 0.520. (5) The reactants are [OH:1][CH2:2][C@H:3]([NH:8][C:9]([C:22]1[CH:27]=[CH:26][CH:25]=[CH:24][CH:23]=1)([C:16]1[CH:21]=[CH:20][CH:19]=[CH:18][CH:17]=1)[C:10]1[CH:15]=[CH:14][CH:13]=[CH:12][CH:11]=1)[C:4]([O:6][CH3:7])=[O:5].C1(P(C2C=CC=CC=2)C2C=CC=CC=2)C=CC=CC=1.[Br:47][C:48]1[CH:49]=[C:50](O)[CH:51]=[CH:52][CH:53]=1.CCOC(/N=N/C(OCC)=O)=O. The catalyst is C1(C)C=CC=CC=1. The product is [Br:47][C:48]1[CH:53]=[C:52]([O:1][CH2:2][C@@H:3]([C:4]([O:6][CH3:7])=[O:5])[NH:8][C:9]([C:22]2[CH:23]=[CH:24][CH:25]=[CH:26][CH:27]=2)([C:10]2[CH:15]=[CH:14][CH:13]=[CH:12][CH:11]=2)[C:16]2[CH:17]=[CH:18][CH:19]=[CH:20][CH:21]=2)[CH:51]=[CH:50][CH:49]=1. The yield is 0.673. (6) The reactants are [Cl:1][C:2]1[CH:3]=[CH:4][C:5]2[N:11]([CH2:12][C:13]([CH3:17])([CH3:16])[CH2:14][OH:15])[C:10](=[O:18])[C@@H:9]([CH2:19][C:20](O)=[O:21])[O:8][C@H:7]([C:23]3[CH:28]=[CH:27][CH:26]=[C:25]([O:29][CH3:30])[C:24]=3[O:31][CH3:32])[C:6]=2[CH:33]=1.Cl.[NH2:35][CH2:36][CH2:37][CH2:38][O:39][C:40]1[CH:49]=[CH:48][C:43]([C:44]([O:46][CH3:47])=[O:45])=[CH:42][CH:41]=1.P(C#N)(OCC)(OCC)=O.C(N(CC)CC)C. The catalyst is CN(C)C=O.C(OCC)(=O)C. The product is [Cl:1][C:2]1[CH:3]=[CH:4][C:5]2[N:11]([CH2:12][C:13]([CH3:16])([CH3:17])[CH2:14][OH:15])[C:10](=[O:18])[C@@H:9]([CH2:19][C:20]([NH:35][CH2:36][CH2:37][CH2:38][O:39][C:40]3[CH:49]=[CH:48][C:43]([C:44]([O:46][CH3:47])=[O:45])=[CH:42][CH:41]=3)=[O:21])[O:8][C@H:7]([C:23]3[CH:28]=[CH:27][CH:26]=[C:25]([O:29][CH3:30])[C:24]=3[O:31][CH3:32])[C:6]=2[CH:33]=1. The yield is 0.900. (7) The yield is 0.690. The catalyst is O1CCOCC1.C(OCC)(=O)C.C1(P(C2CCCCC2)C2C=CC=CC=2C2C(C(C)C)=CC(C(C)C)=CC=2C(C)C)CCCCC1. The reactants are Cl[C:2]1[CH:3]=[CH:4][C:5]2[C:14]3[C:9](=[CH:10][C:11]([C:15]4[NH:19][C:18]([C@@H:20]5[CH2:24][CH2:23][CH2:22][N:21]5[C:25]([O:27][C:28]([CH3:31])([CH3:30])[CH3:29])=[O:26])=[N:17][CH:16]=4)=[CH:12][CH:13]=3)[O:8][CH2:7][C:6]=2[CH:32]=1.[B:33]1([B:33]2[O:37][C:36]([CH3:39])([CH3:38])[C:35]([CH3:41])([CH3:40])[O:34]2)[O:37][C:36]([CH3:39])([CH3:38])[C:35]([CH3:41])([CH3:40])[O:34]1.C([O-])(=O)C.[K+]. The product is [CH3:40][C:35]1([CH3:41])[C:36]([CH3:39])([CH3:38])[O:37][B:33]([C:2]2[CH:3]=[CH:4][C:5]3[C:14]4[C:9](=[CH:10][C:11]([C:15]5[NH:19][C:18]([CH:20]6[CH2:24][CH2:23][CH2:22][N:21]6[C:25]([O:27][C:28]([CH3:31])([CH3:30])[CH3:29])=[O:26])=[N:17][CH:16]=5)=[CH:12][CH:13]=4)[O:8][CH2:7][C:6]=3[CH:32]=2)[O:34]1. (8) The reactants are Cl[C:2]1[CH:11]=[CH:10][C:5]([C:6]([O:8][CH3:9])=[O:7])=[CH:4][N:3]=1.[CH3:12][NH:13][CH3:14].CO. No catalyst specified. The product is [CH3:12][N:13]([CH3:14])[C:2]1[CH:11]=[CH:10][C:5]([C:6]([O:8][CH3:9])=[O:7])=[CH:4][N:3]=1. The yield is 0.980. (9) The reactants are [CH3:1][C:2]1[N:7]=[C:6]([SH:8])[N:5]=[C:4]([OH:9])[CH:3]=1.C(=O)([O-])[O-].[K+].[K+].Br[CH2:17][C:18]1[N:22]2[CH:23]=[CH:24][CH:25]=[CH:26][C:21]2=[N:20][C:19]=1[Cl:27]. The catalyst is CN(C=O)C. The product is [Cl:27][C:19]1[N:20]=[C:21]2[CH:26]=[CH:25][CH:24]=[CH:23][N:22]2[C:18]=1[CH2:17][S:8][C:6]1[N:5]=[C:4]([OH:9])[CH:3]=[C:2]([CH3:1])[N:7]=1. The yield is 0.150.